The task is: Predict which catalyst facilitates the given reaction.. This data is from Catalyst prediction with 721,799 reactions and 888 catalyst types from USPTO. (1) Reactant: [Si:1]([O:8][CH2:9][CH2:10][C@H:11]1[C:16]2[CH:17]=[CH:18][C:19]([S:21]([NH2:24])(=[O:23])=[O:22])=[CH:20][C:15]=2[CH2:14][CH2:13][O:12]1)([C:4]([CH3:7])([CH3:6])[CH3:5])([CH3:3])[CH3:2].[CH3:25]N.N. Product: [Si:1]([O:8][CH2:9][CH2:10][C@H:11]1[C:16]2[CH:17]=[CH:18][C:19]([S:21]([NH:24][CH3:25])(=[O:22])=[O:23])=[CH:20][C:15]=2[CH2:14][CH2:13][O:12]1)([C:4]([CH3:7])([CH3:5])[CH3:6])([CH3:3])[CH3:2]. The catalyst class is: 7. (2) Reactant: Cl.O.[F:3][C:4]([F:33])([F:32])[C:5]([NH:7][C:8]12[C:26](=[O:27])[C:25]3[C:20](=[CH:21][CH:22]=[CH:23][C:24]=3[N+:28]([O-])=O)[C:9]1([OH:31])[O:10][C:11]1[CH:16]=[C:15]([CH:17]([CH3:19])[CH3:18])[CH:14]=[CH:13][C:12]=12)=[O:6]. Product: [NH2:28][C:24]1[CH:23]=[CH:22][CH:21]=[C:20]2[C:25]=1[C:26](=[O:27])[C:8]1([NH:7][C:5](=[O:6])[C:4]([F:33])([F:3])[F:32])[C:12]3[CH:13]=[CH:14][C:15]([CH:17]([CH3:19])[CH3:18])=[CH:16][C:11]=3[O:10][C:9]12[OH:31]. The catalyst class is: 186. (3) Reactant: C[O:2][C:3](=[O:36])[CH:4]([N:31]1[CH:35]=[CH:34][CH:33]=[CH:32]1)[CH2:5][C:6]1[C:15]2[C:10](=[C:11]([CH2:16][CH2:17][CH2:18][C:19]3[N:20]=[C:21]([C:25]4[CH:30]=[CH:29][CH:28]=[CH:27][CH:26]=4)[O:22][C:23]=3[CH3:24])[CH:12]=[CH:13][CH:14]=2)[CH:9]=[CH:8][CH:7]=1.[Li+].[OH-]. Product: [CH3:24][C:23]1[O:22][C:21]([C:25]2[CH:30]=[CH:29][CH:28]=[CH:27][CH:26]=2)=[N:20][C:19]=1[CH2:18][CH2:17][CH2:16][C:11]1[CH:12]=[CH:13][CH:14]=[C:15]2[C:10]=1[CH:9]=[CH:8][CH:7]=[C:6]2[CH2:5][CH:4]([N:31]1[CH:35]=[CH:34][CH:33]=[CH:32]1)[C:3]([OH:36])=[O:2]. The catalyst class is: 24. (4) Reactant: [C:1]1([S:7]([C:10]2[CH:15]=[CH:14][CH:13]=[CH:12][C:11]=2[N:16]=[C:17]=[O:18])(=[O:9])=[O:8])[CH:6]=[CH:5][CH:4]=[CH:3][CH:2]=1.Cl.[CH3:20][O:21][C:22](=[O:33])[C@H:23]([CH2:25][C:26]1[CH:31]=[CH:30][C:29]([OH:32])=[CH:28][CH:27]=1)[NH2:24].C(N(CC)CC)C. Product: [CH3:20][O:21][C:22](=[O:33])[C@@H:23]([NH:24][C:17]([NH:16][C:11]1[CH:12]=[CH:13][CH:14]=[CH:15][C:10]=1[S:7]([C:1]1[CH:2]=[CH:3][CH:4]=[CH:5][CH:6]=1)(=[O:8])=[O:9])=[O:18])[CH2:25][C:26]1[CH:31]=[CH:30][C:29]([OH:32])=[CH:28][CH:27]=1. The catalyst class is: 4.